This data is from Full USPTO retrosynthesis dataset with 1.9M reactions from patents (1976-2016). The task is: Predict the reactants needed to synthesize the given product. (1) Given the product [NH2:1][CH2:4][C@@H:5]1[C@H:8]([NH:9][C:10](=[O:46])/[C:11](=[N:25]\[O:26][C:27]2([C:30]([O:32][CH:33]([C:40]3[CH:45]=[CH:44][CH:43]=[CH:42][CH:41]=3)[C:34]3[CH:39]=[CH:38][CH:37]=[CH:36][CH:35]=3)=[O:31])[CH2:29][CH2:28]2)/[C:12]2[N:13]=[C:14]([NH:17][C:18]([O:20][C:21]([CH3:24])([CH3:23])[CH3:22])=[O:19])[S:15][CH:16]=2)[C:7](=[O:47])[NH:6]1, predict the reactants needed to synthesize it. The reactants are: [N:1]([CH2:4][C@@H:5]1[C@H:8]([NH:9][C:10](=[O:46])/[C:11](=[N:25]\[O:26][C:27]2([C:30]([O:32][CH:33]([C:40]3[CH:45]=[CH:44][CH:43]=[CH:42][CH:41]=3)[C:34]3[CH:39]=[CH:38][CH:37]=[CH:36][CH:35]=3)=[O:31])[CH2:29][CH2:28]2)/[C:12]2[N:13]=[C:14]([NH:17][C:18]([O:20][C:21]([CH3:24])([CH3:23])[CH3:22])=[O:19])[S:15][CH:16]=2)[C:7](=[O:47])[NH:6]1)=[N+]=[N-].C1C=CC(P(C2C=CC=CC=2)C2C=CC=CC=2)=CC=1. (2) Given the product [NH2:32][C:30]1[CH:31]=[C:23]([F:22])[CH:24]=[C:25]2[C:29]=1[NH:28][C:27](=[O:33])[C:26]2=[CH:20][C:3]1[NH:4][C:5]2[CH2:10][CH2:9][N:8]([CH2:11][CH2:12][N:13]3[CH2:14][CH2:15][O:16][CH2:17][CH2:18]3)[C:7](=[O:19])[C:6]=2[C:2]=1[CH3:1], predict the reactants needed to synthesize it. The reactants are: [CH3:1][C:2]1[C:6]2[C:7](=[O:19])[N:8]([CH2:11][CH2:12][N:13]3[CH2:18][CH2:17][O:16][CH2:15][CH2:14]3)[CH2:9][CH2:10][C:5]=2[NH:4][C:3]=1[CH:20]=O.[F:22][C:23]1[CH:24]=[C:25]2[C:29](=[C:30]([NH2:32])[CH:31]=1)[NH:28][C:27](=[O:33])[CH2:26]2. (3) The reactants are: [CH3:1][O:2][C:3]1[CH:8]=[CH:7][CH:6]=[CH:5][C:4]=1[C:9]1[C:17]2[C:12](=[CH:13][CH:14]=[C:15]([C:18]#[N:19])[CH:16]=2)[NH:11][N:10]=1.[N:20]([Sn](CCCC)(CCCC)CCCC)=[N+:21]=[N-:22]. Given the product [N:19]1[NH:20][N:21]=[N:22][C:18]=1[C:15]1[CH:16]=[C:17]2[C:12](=[CH:13][CH:14]=1)[NH:11][N:10]=[C:9]2[C:4]1[CH:5]=[CH:6][CH:7]=[CH:8][C:3]=1[O:2][CH3:1], predict the reactants needed to synthesize it. (4) Given the product [C:1]([O:5][C:6](=[O:17])[NH:7][C:8]1[CH:13]=[C:12]([CH3:14])[C:11]([Cl:15])=[CH:10][C:9]=1[NH:16][C:23](=[O:22])[CH2:24][C:25](=[O:38])[C:26]1[CH:31]=[CH:30][CH:29]=[C:28]([C:32]2[CH:37]=[CH:36][N:35]=[N:34][CH:33]=2)[CH:27]=1)([CH3:4])([CH3:2])[CH3:3], predict the reactants needed to synthesize it. The reactants are: [C:1]([O:5][C:6](=[O:17])[NH:7][C:8]1[CH:13]=[C:12]([CH3:14])[C:11]([Cl:15])=[CH:10][C:9]=1[NH2:16])([CH3:4])([CH3:3])[CH3:2].C([O:22][C:23](=O)[CH2:24][C:25](=[O:38])[C:26]1[CH:31]=[CH:30][CH:29]=[C:28]([C:32]2[CH:37]=[CH:36][N:35]=[N:34][CH:33]=2)[CH:27]=1)(C)(C)C. (5) Given the product [NH2:1][C:2]1[N:6]([CH:7]2[CH2:12][CH2:11][S:27][CH2:9][CH2:8]2)[N:5]=[CH:4][C:3]=1[C:15]([NH2:17])=[O:16], predict the reactants needed to synthesize it. The reactants are: [NH2:1][C:2]1[N:6]([C:7]2[CH:12]=[CH:11]C=[CH:9][C:8]=2OC)[N:5]=[CH:4][C:3]=1[C:15]([NH2:17])=[O:16].NC1N(C2CC[S:27]CC2)N=CC=1C#N. (6) Given the product [CH:20]([NH:19][C:16]1[S:17][CH:18]=[C:14]([C:4]2[CH:3]=[C:2]([O:1][CH:42]3[CH2:60][CH:59]4[N:44]([C:45](=[O:65])[CH2:46][CH2:47][CH2:48][CH2:49][CH2:50][CH2:51][CH:52]=[CH:53][CH:54]5[C:56]([C:62]([OH:64])=[O:63])([NH:57][C:58]4=[O:61])[CH2:55]5)[CH2:43]3)[C:11]3[C:6](=[CH:7][C:8]([O:12][CH3:13])=[CH:9][CH:10]=3)[N:5]=2)[N:15]=1)([CH3:22])[CH3:21], predict the reactants needed to synthesize it. The reactants are: [OH:1][C:2]1[C:11]2[C:6](=[CH:7][C:8]([O:12][CH3:13])=[CH:9][CH:10]=2)[N:5]=[C:4]([C:14]2[N:15]=[C:16]([NH:19][CH:20]([CH3:22])[CH3:21])[S:17][CH:18]=2)[CH:3]=1.C(C1N=C(C2C=C(O[CH:42]3[CH2:60][CH:59]4[N:44]([C:45](=[O:65])[CH2:46][CH2:47][CH2:48][CH2:49][CH2:50][CH2:51][CH:52]=[CH:53][CH:54]5[C:56]([C:62]([OH:64])=[O:63])([NH:57][C:58]4=[O:61])[CH2:55]5)[CH2:43]3)C3C(=CC(OC)=CC=3)N=2)SC=1)(C)C. (7) Given the product [S:9]1[CH:10]=[CH:11][N:12]=[C:8]1[N:1]1[CH2:6][CH2:5][NH:4][CH2:3][CH2:2]1, predict the reactants needed to synthesize it. The reactants are: [NH:1]1[CH2:6][CH2:5][NH:4][CH2:3][CH2:2]1.Br[C:8]1[S:9][CH:10]=[CH:11][N:12]=1. (8) Given the product [C:31]1([C:19]2[NH:20][C:21]3[C:17]([N:18]=2)=[C:16]([O:15][C@H:12]2[CH2:13][CH2:14][C@H:10]([CH2:9][OH:8])[CH2:11]2)[N:24]=[CH:23][N:22]=3)[C:40]2[C:35](=[CH:36][CH:37]=[CH:38][CH:39]=2)[CH:34]=[CH:33][CH:32]=1, predict the reactants needed to synthesize it. The reactants are: [Si]([O:8][CH2:9][C@H:10]1[CH2:14][CH2:13][C@H:12]([O:15][C:16]2[N:24]=[CH:23][N:22]=[C:21]3[C:17]=2[N:18]=[C:19]([C:31]2[C:40]4[C:35](=[CH:36][CH:37]=[CH:38][CH:39]=4)[CH:34]=[CH:33][CH:32]=2)[N:20]3C2CCCCO2)[CH2:11]1)(C(C)(C)C)(C)C.O.CC(O)=O. (9) Given the product [NH2:21][C:11]1[CH:12]=[C:13]([NH:16][C:17](=[O:20])[O:18][CH3:19])[CH:14]=[CH:15][C:10]=1[NH:9][CH2:8][CH:5]1[CH2:6][CH2:7][C:2]([F:24])([F:1])[CH2:3][CH2:4]1, predict the reactants needed to synthesize it. The reactants are: [F:1][C:2]1([F:24])[CH2:7][CH2:6][CH:5]([CH2:8][NH:9][C:10]2[CH:15]=[CH:14][C:13]([NH:16][C:17](=[O:20])[O:18][CH3:19])=[CH:12][C:11]=2[N+:21]([O-])=O)[CH2:4][CH2:3]1.FSI.